From a dataset of Full USPTO retrosynthesis dataset with 1.9M reactions from patents (1976-2016). Predict the reactants needed to synthesize the given product. (1) Given the product [O:1]=[C:2]([CH2:9][CH2:18][C:19]1[CH:24]=[CH:23][CH:22]=[CH:21][CH:20]=1)[CH2:3][C:4]([O:6][CH2:7][CH3:8])=[O:5], predict the reactants needed to synthesize it. The reactants are: [O:1]=[C:2]([CH3:9])[CH2:3][C:4]([O:6][CH2:7][CH3:8])=[O:5].[H-].[Na+].[Li]CCCC.Br[CH2:18][C:19]1[CH:24]=[CH:23][CH:22]=[CH:21][CH:20]=1. (2) Given the product [F:1][C:2]1[CH:3]=[CH:4][C:5]([C:8]2[O:9][CH:10]=[C:11]([C:13]([CH3:17])([CH3:16])[CH2:14][NH:15][C:30](=[O:31])[C:29]3[CH:33]=[C:25]([C:22]4[N:21]=[C:20]([C:19]([F:35])([F:34])[F:18])[O:24][N:23]=4)[CH:26]=[N:27][CH:28]=3)[N:12]=2)=[CH:6][CH:7]=1, predict the reactants needed to synthesize it. The reactants are: [F:1][C:2]1[CH:7]=[CH:6][C:5]([C:8]2[O:9][CH:10]=[C:11]([C:13]([CH3:17])([CH3:16])[CH2:14][NH2:15])[N:12]=2)=[CH:4][CH:3]=1.[F:18][C:19]([F:35])([F:34])[C:20]1[O:24][N:23]=[C:22]([C:25]2[CH:26]=[N:27][CH:28]=[C:29]([CH:33]=2)[C:30](O)=[O:31])[N:21]=1. (3) The reactants are: C1(P(C2C=CC=CC=2)C2C=CC=CC=2)C=CC=CC=1.[F:20][C:21]([F:39])([F:38])[S:22]([O:25][C:26]1[C:35]([CH2:36]O)=[CH:34][C:33]2[CH2:32][CH2:31][CH2:30][CH2:29][C:28]=2[CH:27]=1)(=[O:24])=[O:23].C(Br)(Br)(Br)[Br:41]. Given the product [F:20][C:21]([F:39])([F:38])[S:22]([O:25][C:26]1[C:35]([CH2:36][Br:41])=[CH:34][C:33]2[CH2:32][CH2:31][CH2:30][CH2:29][C:28]=2[CH:27]=1)(=[O:24])=[O:23], predict the reactants needed to synthesize it.